Dataset: Full USPTO retrosynthesis dataset with 1.9M reactions from patents (1976-2016). Task: Predict the reactants needed to synthesize the given product. (1) Given the product [CH3:1][O:2][C:3]([C:5]1[S:6][C:7]([Br:14])=[CH:8][C:9]=1[N:10]([C:18](=[O:19])[C:17]1[CH:21]=[CH:22][C:23]([Cl:25])=[CH:24][C:16]=1[Cl:15])[CH:11]([CH3:12])[CH3:13])=[O:4], predict the reactants needed to synthesize it. The reactants are: [CH3:1][O:2][C:3]([C:5]1[S:6][C:7]([Br:14])=[CH:8][C:9]=1[NH:10][CH:11]([CH3:13])[CH3:12])=[O:4].[Cl:15][C:16]1[CH:24]=[C:23]([Cl:25])[CH:22]=[CH:21][C:17]=1[C:18](Cl)=[O:19].ClNC(=O)CCC(N)=O.C1(P(C2C=CC=CC=2)C2C=CC=CC=2)C=CC=CC=1. (2) Given the product [NH2:1][C:2]1[N:7]=[C:6]([C:8]#[N:9])[C:5]([C:10]2[CH:15]=[CH:14][C:13]([C:27]3[CH:39]=[CH:38][C:37]([C:40]([F:42])([F:43])[F:41])=[CH:36][C:28]=3[O:29][C:30]3[N:31]=[CH:32][CH:33]=[CH:34][N:35]=3)=[CH:12][C:11]=2[F:25])=[N:4][CH:3]=1, predict the reactants needed to synthesize it. The reactants are: [NH2:1][C:2]1[N:7]=[C:6]([C:8]#[N:9])[C:5]([C:10]2[CH:15]=[CH:14][C:13](B3OC(C)(C)C(C)(C)O3)=[CH:12][C:11]=2[F:25])=[N:4][CH:3]=1.Br[C:27]1[CH:39]=[CH:38][C:37]([C:40]([F:43])([F:42])[F:41])=[CH:36][C:28]=1[O:29][C:30]1[N:35]=[CH:34][CH:33]=[CH:32][N:31]=1. (3) The reactants are: [OH:1][CH:2]1[CH2:7][CH2:6][CH:5]([CH3:8])[CH2:4][CH2:3]1.C(N(CC)CC)C.[CH3:16][S:17](Cl)(=[O:19])=[O:18].Cl. Given the product [CH3:16][S:17]([O:1][C@H:2]1[CH2:7][CH2:6][C@@H:5]([CH3:8])[CH2:4][CH2:3]1)(=[O:19])=[O:18], predict the reactants needed to synthesize it. (4) Given the product [Cl:1][C:2]1[N:3]=[CH:4][C:5]2[N:11]([CH3:21])[C:10](=[O:12])[C:9]([F:14])([F:13])[CH2:8][N:7]([CH:15]3[CH2:19][CH2:18][CH2:17][CH2:16]3)[C:6]=2[N:20]=1, predict the reactants needed to synthesize it. The reactants are: [Cl:1][C:2]1[N:3]=[CH:4][C:5]2[NH:11][C:10](=[O:12])[C:9]([F:14])([F:13])[CH2:8][N:7]([CH:15]3[CH2:19][CH2:18][CH2:17][CH2:16]3)[C:6]=2[N:20]=1.[C:21](=O)([O-])[O-].[Cs+].[Cs+].IC. (5) Given the product [F:37][C:21]1([CH2:20][CH2:19][OH:18])[CH2:26][CH2:25][N:24]([C:27]2[CH:36]=[CH:35][C:34]3[C:29](=[CH:30][CH:31]=[CH:32][CH:33]=3)[N:28]=2)[CH2:23][CH2:22]1, predict the reactants needed to synthesize it. The reactants are: [Si]([O:18][CH2:19][CH2:20][C:21]1([F:37])[CH2:26][CH2:25][N:24]([C:27]2[CH:36]=[CH:35][C:34]3[C:29](=[CH:30][CH:31]=[CH:32][CH:33]=3)[N:28]=2)[CH2:23][CH2:22]1)(C(C)(C)C)(C1C=CC=CC=1)C1C=CC=CC=1.